From a dataset of Full USPTO retrosynthesis dataset with 1.9M reactions from patents (1976-2016). Predict the reactants needed to synthesize the given product. (1) Given the product [C:1]([O:5][C:6]([NH:8][CH2:9][CH2:10][C:11]1[N:15]=[C:14]([C:16]([O-:18])=[O:17])[NH:13][N:12]=1)=[O:7])([CH3:4])([CH3:2])[CH3:3].[Na+:22], predict the reactants needed to synthesize it. The reactants are: [C:1]([O:5][C:6]([NH:8][CH2:9][CH2:10][C:11]1[N:15]=[C:14]([C:16]([O:18]CC)=[O:17])[NH:13][N:12]=1)=[O:7])([CH3:4])([CH3:3])[CH3:2].[OH-].[Na+:22]. (2) Given the product [Cl:28][C:11]1[CH:10]=[C:9]([Cl:29])[CH:8]=[C:7]2[C:12]=1[C:13]([O:15][CH2:16][C:17](=[O:27])[NH:18][C:19]1[CH:24]=[CH:23][CH:22]=[CH:21][C:20]=1[CH2:25][OH:26])=[CH:14][C:5]([C:3]([OH:4])=[O:2])=[CH:6]2, predict the reactants needed to synthesize it. The reactants are: C[O:2][C:3]([C:5]1[CH:14]=[C:13]([O:15][CH2:16][C:17](=[O:27])[NH:18][C:19]2[CH:24]=[CH:23][CH:22]=[CH:21][C:20]=2[CH2:25][OH:26])[C:12]2[C:7](=[CH:8][C:9]([Cl:29])=[CH:10][C:11]=2[Cl:28])[CH:6]=1)=[O:4].[Li+].[OH-]. (3) Given the product [Cl:16][C:17]1[CH:22]=[CH:21][C:20]([C:2]2[C:7]([O:8][CH2:9][CH2:10][O:11][CH3:12])=[N:6][CH:5]=[C:4]([CH:3]=2)[C:13]([OH:15])=[O:14])=[CH:19][C:18]=1[F:26], predict the reactants needed to synthesize it. The reactants are: Br[C:2]1[CH:3]=[C:4]([C:13]([OH:15])=[O:14])[CH:5]=[N:6][C:7]=1[O:8][CH2:9][CH2:10][O:11][CH3:12].[Cl:16][C:17]1[CH:22]=[CH:21][C:20](B(O)O)=[CH:19][C:18]=1[F:26]. (4) Given the product [O:16]=[C:7]1[C:6]2[CH:1]=[CH:2][CH:3]=[CH:4][C:5]=2[O:11][C:10]2[CH:12]=[CH:13][CH:14]=[CH:15][C:9]=2[N:8]1[C:32]1[CH:33]=[CH:34][C:29]([C:27]([O:26][CH2:24][CH3:25])=[O:28])=[CH:30][CH:31]=1, predict the reactants needed to synthesize it. The reactants are: [CH:1]1[C:6]2[C:7](=[O:16])[NH:8][C:9]3[CH:15]=[CH:14][CH:13]=[CH:12][C:10]=3[O:11][C:5]=2[CH:4]=[CH:3][CH:2]=1.C(N(CC)CC)C.[CH2:24]([O:26][C:27]([C:29]1[CH:34]=[CH:33][C:32](B(O)O)=[CH:31][CH:30]=1)=[O:28])[CH3:25]. (5) Given the product [NH2:7][C:8]1[S:9][C:10]2[CH:16]=[C:15]([CH2:17][C:18]3[CH:23]=[CH:22][C:21]([NH2:24])=[CH:20][CH:19]=3)[C:14]([OH:32])=[C:13]([C:34]3[CH:39]=[CH:38][CH:37]=[C:36]([N+:40]([O-:42])=[O:41])[CH:35]=3)[C:11]=2[N:12]=1, predict the reactants needed to synthesize it. The reactants are: C(OC(=O)[NH:7][C:8]1[S:9][C:10]2[CH:16]=[C:15]([CH2:17][C:18]3[CH:23]=[CH:22][C:21]([NH:24]C(OC(C)(C)C)=O)=[CH:20][CH:19]=3)[C:14]([O:32]C)=[C:13]([C:34]3[CH:39]=[CH:38][CH:37]=[C:36]([N+:40]([O-:42])=[O:41])[CH:35]=3)[C:11]=2[N:12]=1)(C)(C)C.B(Br)(Br)Br. (6) The reactants are: [F:1][C:2]1[CH:7]=[CH:6][C:5]([F:8])=[CH:4][C:3]=1[C@H:9]1[CH2:13][CH2:12][CH2:11][N:10]1[C:14]1[CH:19]=[CH:18][N:17]2[N:20]=[CH:21][C:22]([NH:23][C:24]([NH:26][C:27]3[CH:32]=[CH:31][CH:30]=[CH:29][CH:28]=3)=[O:25])=[C:16]2[N:15]=1.[S:33](=[O:37])(=[O:36])([OH:35])[OH:34]. Given the product [S:33]([OH:37])([OH:36])(=[O:35])=[O:34].[F:1][C:2]1[CH:7]=[CH:6][C:5]([F:8])=[CH:4][C:3]=1[C@H:9]1[CH2:13][CH2:12][CH2:11][N:10]1[C:14]1[CH:19]=[CH:18][N:17]2[N:20]=[CH:21][C:22]([NH:23][C:24]([NH:26][C:27]3[CH:28]=[CH:29][CH:30]=[CH:31][CH:32]=3)=[O:25])=[C:16]2[N:15]=1, predict the reactants needed to synthesize it. (7) Given the product [CH3:44][O:43][CH2:42][CH2:41][N:15]1[C:11]([CH2:10][CH2:9][NH:8][C:22](=[O:23])[O:24][C:25]([CH3:26])([CH3:27])[CH3:28])=[N:12][C:13]([C:16]2[CH:17]=[CH:18][CH:19]=[CH:20][CH:21]=2)=[N:14]1, predict the reactants needed to synthesize it. The reactants are: C(OC([N:8]([C:22]([O:24][C:25]([CH3:28])([CH3:27])[CH3:26])=[O:23])[CH2:9][CH2:10][C:11]1[NH:15][N:14]=[C:13]([C:16]2[CH:21]=[CH:20][CH:19]=[CH:18][CH:17]=2)[N:12]=1)=O)(C)(C)C.C(=O)([O-])[O-].[K+].[K+].CN(C=O)C.Br[CH2:41][CH2:42][O:43][CH3:44]. (8) Given the product [F:35][C:29]1[CH:30]=[C:31]([F:34])[CH:32]=[CH:33][C:28]=1/[C:26](/[CH3:27])=[CH:25]\[N:6]1[C:7]2[CH:8]=[CH:9][C:10]([CH3:13])=[CH:11][C:12]=2[C:4]2[CH2:3][N:2]([CH3:1])[CH2:15][CH2:14][C:5]1=2, predict the reactants needed to synthesize it. The reactants are: [CH3:1][N:2]1[CH2:15][CH2:14][C:5]2[NH:6][C:7]3[CH:8]=[CH:9][C:10]([CH3:13])=[CH:11][C:12]=3[C:4]=2[CH2:3]1.P([O-])([O-])([O-])=O.[K+].[K+].[K+].Br[CH:25]=[C:26]([C:28]1[CH:33]=[CH:32][C:31]([F:34])=[CH:30][C:29]=1[F:35])[CH3:27]. (9) Given the product [Cl:1][C:2]1[C:7]2[NH:8][C:9](=[O:12])[N:10]([CH3:11])[C:6]=2[C:5]([C:13]#[N:15])=[CH:4][CH:3]=1, predict the reactants needed to synthesize it. The reactants are: [Cl:1][C:2]1[C:7]2[NH:8][C:9](=[O:12])[N:10]([CH3:11])[C:6]=2[C:5]([C:13]([NH2:15])=O)=[CH:4][CH:3]=1.S(Cl)(Cl)=O.C(=O)([O-])O.[Na+]. (10) Given the product [CH3:32][O:31][C:23]1[CH:22]=[C:21]([CH:26]=[C:25]([O:27][CH3:28])[C:24]=1[O:29][CH3:30])/[CH:20]=[CH:10]/[C:2]1[O:1][C:5]2[CH:6]=[CH:7][CH:8]=[CH:9][C:4]=2[CH:3]=1, predict the reactants needed to synthesize it. The reactants are: [O:1]1[C:5]2[CH:6]=[CH:7][CH:8]=[CH:9][C:4]=2[CH:3]=[C:2]1[CH:10]=O.[Br-].C1([P+](C2C=CC=CC=2)(C2C=CC=CC=2)[CH2:20][C:21]2[CH:26]=[C:25]([O:27][CH3:28])[C:24]([O:29][CH3:30])=[C:23]([O:31][CH3:32])[CH:22]=2)C=CC=CC=1.C[O-].[Na+].